This data is from Reaction yield outcomes from USPTO patents with 853,638 reactions. The task is: Predict the reaction yield, written as a fraction of the theoretical maximum amount of product (1.0 means a 100% yield; for example, 0.34 means a 34% yield). (1) The reactants are [Cl:1][C:2]1[CH:7]=[CH:6][C:5]([S:8]([C:11](=[C:14]([NH:17][C:18]2[CH:23]=[C:22]([O:24][CH3:25])[CH:21]=[C:20]([O:26][CH3:27])[CH:19]=2)SC)[C:12]#[N:13])(=[O:10])=[O:9])=[CH:4][CH:3]=1.[CH3:28][CH:29]([NH2:34])[C:30]([CH3:33])([CH3:32])[CH3:31]. No catalyst specified. The product is [Cl:1][C:2]1[CH:7]=[CH:6][C:5]([S:8]([C:11](=[C:14]([NH:17][C:18]2[CH:23]=[C:22]([O:24][CH3:25])[CH:21]=[C:20]([O:26][CH3:27])[CH:19]=2)[NH:34][CH:29]([CH3:28])[C:30]([CH3:33])([CH3:32])[CH3:31])[C:12]#[N:13])(=[O:10])=[O:9])=[CH:4][CH:3]=1. The yield is 0.720. (2) The reactants are [NH2:1][C:2]1[CH:3]=[C:4]([OH:9])[CH:5]=[CH:6][C:7]=1[F:8].CC(C)([O-])C.[K+].Cl[C:17]1[CH:22]=[CH:21][N:20]=[C:19]([S:23][CH3:24])[N:18]=1. The catalyst is CC(N(C)C)=O.O. The product is [F:8][C:7]1[CH:6]=[CH:5][C:4]([O:9][C:17]2[CH:22]=[CH:21][N:20]=[C:19]([S:23][CH3:24])[N:18]=2)=[CH:3][C:2]=1[NH2:1]. The yield is 0.850. (3) The reactants are [Cl:1][C:2]1[C:3](=[O:13])[C:4]2([CH3:12])[O:10][C:7]([CH3:11])([C:8]=1Cl)[CH:6]=[CH:5]2.[CH3:14][OH:15].C[O-].[Na+]. The catalyst is CCCCCC.C(OCC)(=O)C. The product is [Cl:1][C:2]1[C:3](=[O:13])[C:4]2([CH3:12])[O:10][C:7]([CH3:11])([C:8]=1[O:15][CH3:14])[CH:6]=[CH:5]2. The yield is 0.529. (4) The reactants are [Cl:1][C:2]1[N:3]=[C:4]([O:20][CH:21]2[CH2:24][CH2:23][CH2:22]2)[C:5]2[C:10](I)=[CH:9][N:8]([CH2:12][O:13][CH2:14][CH2:15][Si:16]([CH3:19])([CH3:18])[CH3:17])[C:6]=2[N:7]=1.[CH3:25][NH:26][C:27](=[O:43])[C:28]1[CH:33]=[CH:32][C:31](B2OC(C)(C)C(C)(C)O2)=[CH:30][CH:29]=1.O.O.O.P([O-])([O-])([O-])=O.[K+].[K+].[K+].O1CCOCC1. The catalyst is O. The product is [Cl:1][C:2]1[N:3]=[C:4]([O:20][CH:21]2[CH2:24][CH2:23][CH2:22]2)[C:5]2[C:10]([C:31]3[CH:32]=[CH:33][C:28]([C:27]([NH:26][CH3:25])=[O:43])=[CH:29][CH:30]=3)=[CH:9][N:8]([CH2:12][O:13][CH2:14][CH2:15][Si:16]([CH3:19])([CH3:18])[CH3:17])[C:6]=2[N:7]=1. The yield is 0.670. (5) The reactants are [NH2:1][CH2:2][C:3]1[CH:7]=[N:6][N:5]([CH2:8][C@@H:9]2[C@H:12]([NH:13][C:14](=[O:50])/[C:15](=[N:29]\[O:30][C:31]3([C:34]([O:36][CH:37]([C:44]4[CH:49]=[CH:48][CH:47]=[CH:46][CH:45]=4)[C:38]4[CH:43]=[CH:42][CH:41]=[CH:40][CH:39]=4)=[O:35])[CH2:33][CH2:32]3)/[C:16]3[N:17]=[C:18]([NH:21][C:22]([O:24][C:25]([CH3:28])([CH3:27])[CH3:26])=[O:23])[S:19][CH:20]=3)[C:11](=[O:51])[NH:10]2)[N:4]=1.N1([C:57]([O:59][CH2:60][CH2:61][NH:62][C:63]([O:65][C:66]([CH3:69])([CH3:68])[CH3:67])=[O:64])=[O:58])C=CN=C1. The catalyst is C(Cl)Cl. The product is [C:25]([O:24][C:22]([NH:21][C:18]1[S:19][CH:20]=[C:16](/[C:15](=[N:29]/[O:30][C:31]2([C:34]([O:36][CH:37]([C:44]3[CH:49]=[CH:48][CH:47]=[CH:46][CH:45]=3)[C:38]3[CH:43]=[CH:42][CH:41]=[CH:40][CH:39]=3)=[O:35])[CH2:33][CH2:32]2)/[C:14]([NH:13][C@@H:12]2[C:11](=[O:51])[NH:10][C@@H:9]2[CH2:8][N:5]2[N:4]=[C:3]([CH2:2][NH:1][C:57](=[O:58])[O:59][CH2:60][CH2:61][NH:62][C:63](=[O:64])[O:65][C:66]([CH3:67])([CH3:68])[CH3:69])[CH:7]=[N:6]2)=[O:50])[N:17]=1)=[O:23])([CH3:27])([CH3:26])[CH3:28]. The yield is 0.560. (6) The reactants are [Cl:1][C:2]1[CH:3]=[C:4]([C:8]2[CH:9]=[C:10]([OH:20])[C:11]([NH:14][CH2:15][C:16]([O:18]C)=[O:17])=[N:12][CH:13]=2)[CH:5]=[CH:6][CH:7]=1.[OH-].[Na+].Cl. The catalyst is O1CCCC1.CCCCCC.C(OCC)(=O)C. The product is [Cl:1][C:2]1[CH:3]=[C:4]([C:8]2[CH:9]=[C:10]([OH:20])[C:11]([NH:14][CH2:15][C:16]([OH:18])=[O:17])=[N:12][CH:13]=2)[CH:5]=[CH:6][CH:7]=1. The yield is 0.880. (7) The reactants are C[O:2][C:3](=[O:20])[C:4]1[CH:9]=[C:8]([C:10]#[C:11][Si](C)(C)C)[CH:7]=[CH:6][C:5]=1[O:16][CH:17]([CH3:19])[CH3:18]. The catalyst is [OH-].[K+]. The product is [C:10]([C:8]1[CH:7]=[CH:6][C:5]([O:16][CH:17]([CH3:19])[CH3:18])=[C:4]([CH:9]=1)[C:3]([OH:20])=[O:2])#[CH:11]. The yield is 0.970.